From a dataset of Reaction yield outcomes from USPTO patents with 853,638 reactions. Predict the reaction yield, written as a fraction of the theoretical maximum amount of product (1.0 means a 100% yield; for example, 0.34 means a 34% yield). (1) The reactants are [F:1][C:2]1[CH:15]=[C:14]([N+:16]([O-:18])=[O:17])[CH:13]=[CH:12][C:3]=1[O:4][C:5]1[CH:10]=[CH:9][N:8]=[C:7]([NH2:11])[CH:6]=1.Cl[C:20](OC1C=CC=CC=1)=[O:21].Cl.Cl.Cl.[CH3:32][N:33]1[CH2:36][CH:35]([N:37]2[CH2:42][CH2:41][NH:40][CH2:39][CH2:38]2)[CH2:34]1.[OH-].[Na+]. The catalyst is O1CCCC1.O.C(N(CC)CC)C.CN(C)C=O. The product is [F:1][C:2]1[CH:15]=[C:14]([N+:16]([O-:18])=[O:17])[CH:13]=[CH:12][C:3]=1[O:4][C:5]1[CH:10]=[CH:9][N:8]=[C:7]([NH:11][C:20]([N:40]2[CH2:41][CH2:42][N:37]([CH:35]3[CH2:34][N:33]([CH3:32])[CH2:36]3)[CH2:38][CH2:39]2)=[O:21])[CH:6]=1. The yield is 0.926. (2) The reactants are [NH2:1][C:2]1[CH:7]=[CH:6][CH:5]=[CH:4][C:3]=1[C:8]1[NH:12][C:11]([CH3:13])=[C:10]([C:14]([NH2:16])=[O:15])[CH:9]=1.[C:17]1([S:23](Cl)(=[O:25])=[O:24])[CH:22]=[CH:21][CH:20]=[CH:19][CH:18]=1. The catalyst is CN(C1C=CN=CC=1)C.O1CCOCC1. The product is [CH3:13][C:11]1[NH:12][C:8]([C:3]2[CH:4]=[CH:5][CH:6]=[CH:7][C:2]=2[NH:1][S:23]([C:17]2[CH:22]=[CH:21][CH:20]=[CH:19][CH:18]=2)(=[O:25])=[O:24])=[CH:9][C:10]=1[C:14]([NH2:16])=[O:15]. The yield is 0.170. (3) The reactants are Br[C:2]1[CH:3]=[C:4]([C:8]2([C:21]3[CH:26]=[CH:25][CH:24]=[CH:23][CH:22]=3)[C:20]3[CH:19]=[CH:18][CH:17]=[CH:16][C:15]=3[C:14]3[C:9]2=[CH:10][CH:11]=[CH:12][CH:13]=3)[CH:5]=[CH:6][CH:7]=1.CC(C)([O-])C.[Na+].[NH2:33][C:34]1[CH:39]=[CH:38][CH:37]=[C:36]([CH3:40])[CH:35]=1.C(P(C(C)(C)C)C(C)(C)C)(C)(C)C. The catalyst is C1C=CC(/C=C/C(/C=C/C2C=CC=CC=2)=O)=CC=1.C1C=CC(/C=C/C(/C=C/C2C=CC=CC=2)=O)=CC=1.[Pd].CCCCCC.C1(C)C=CC=CC=1. The product is [CH3:40][C:36]1[CH:35]=[C:34]([NH:33][C:25]2[CH:24]=[CH:23][CH:22]=[C:21]([C:8]3([C:4]4[CH:5]=[CH:6][CH:7]=[CH:2][CH:3]=4)[C:9]4[CH:10]=[CH:11][CH:12]=[CH:13][C:14]=4[C:15]4[C:20]3=[CH:19][CH:18]=[CH:17][CH:16]=4)[CH:26]=2)[CH:39]=[CH:38][CH:37]=1. The yield is 0.820. (4) The reactants are [C:1]([C:3]1[C:4]([I:15])=[C:5]([C:10]([O:12][CH2:13][CH3:14])=[O:11])[S:6][C:7]=1SC)#[N:2].[CH:16]1C=C(Cl)C=C(C(OO)=O)C=1.[S:27]([O-:30])([O-])=[O:28].[Na+].[Na+].C(=O)([O-])[O-].[K+].[K+]. The catalyst is C(Cl)Cl.C1COCC1. The product is [I:15][C:4]1[C:3]([C:1]#[N:2])=[C:7]([S:27]([CH3:16])(=[O:30])=[O:28])[S:6][C:5]=1[C:10]([O:12][CH2:13][CH3:14])=[O:11]. The yield is 0.780.